This data is from Peptide-MHC class II binding affinity with 134,281 pairs from IEDB. The task is: Regression. Given a peptide amino acid sequence and an MHC pseudo amino acid sequence, predict their binding affinity value. This is MHC class II binding data. (1) The peptide sequence is PCKGDSVTIKLDGNL. The MHC is DRB4_0101 with pseudo-sequence DRB4_0103. The binding affinity (normalized) is 0.302. (2) The peptide sequence is LSEFGKAKGSRAIWY. The MHC is DRB3_0202 with pseudo-sequence DRB3_0202. The binding affinity (normalized) is 0.797. (3) The peptide sequence is MLEKTKEDLFGKKNL. The binding affinity (normalized) is 0.324. The MHC is DRB1_0801 with pseudo-sequence DRB1_0801.